From a dataset of Full USPTO retrosynthesis dataset with 1.9M reactions from patents (1976-2016). Predict the reactants needed to synthesize the given product. Given the product [F:16][C:17]1[CH:26]=[C:25]([I:27])[CH:24]=[CH:23][C:18]=1[NH:19][C:20]1[N:21]([CH3:22])[C:11](=[O:13])[C:6]2[N:7]=[C:8]([CH3:10])[S:9][C:5]=2[C:4]=1[C:3]([O:2][CH3:1])=[O:15], predict the reactants needed to synthesize it. The reactants are: [CH3:1][O:2][C:3](=[O:15])[CH2:4][C:5]1[S:9][C:8]([CH3:10])=[N:7][C:6]=1[C:11]([O:13]C)=O.[F:16][C:17]1[CH:26]=[C:25]([I:27])[CH:24]=[CH:23][C:18]=1[N:19]=[C:20]=[N:21][CH3:22].